This data is from NCI-60 drug combinations with 297,098 pairs across 59 cell lines. The task is: Regression. Given two drug SMILES strings and cell line genomic features, predict the synergy score measuring deviation from expected non-interaction effect. Drug 1: C1CN1C2=NC(=NC(=N2)N3CC3)N4CC4. Drug 2: CN(CC1=CN=C2C(=N1)C(=NC(=N2)N)N)C3=CC=C(C=C3)C(=O)NC(CCC(=O)O)C(=O)O. Cell line: UACC62. Synergy scores: CSS=29.7, Synergy_ZIP=-8.33, Synergy_Bliss=-2.60, Synergy_Loewe=-19.3, Synergy_HSA=-0.512.